Dataset: Forward reaction prediction with 1.9M reactions from USPTO patents (1976-2016). Task: Predict the product of the given reaction. (1) Given the reactants Br[C:2]1[CH:7]=[CH:6][CH:5]=[CH:4][C:3]=1[N:8]1[CH2:13][CH2:12][N:11]([CH2:14][CH:15]2[CH2:17][CH2:16]2)[CH2:10][CH2:9]1.C([Li])CCC.[CH3:23][C:24]1([CH3:33])[CH2:29][C:28]([CH3:31])([CH3:30])[CH2:27][C:26](=[O:32])[CH2:25]1.O, predict the reaction product. The product is: [CH:15]1([CH2:14][N:11]2[CH2:12][CH2:13][N:8]([C:3]3[CH:4]=[CH:5][CH:6]=[CH:7][C:2]=3[C:26]3([OH:32])[CH2:25][C:24]([CH3:23])([CH3:33])[CH2:29][C:28]([CH3:31])([CH3:30])[CH2:27]3)[CH2:9][CH2:10]2)[CH2:17][CH2:16]1. (2) Given the reactants [Si:1]([O:8][CH2:9][C@H:10]1[CH2:15][CH2:14][O:13][C:12](=[O:16])[NH:11]1)([C:4]([CH3:7])([CH3:6])[CH3:5])([CH3:3])[CH3:2].I[CH2:18][CH2:19][CH2:20][CH2:21][CH2:22][CH2:23][C:24]([O:26][CH:27]([CH3:29])[CH3:28])=[O:25], predict the reaction product. The product is: [OH:8][CH2:9][C@H:10]1[CH2:15][CH2:14][O:13][C:12](=[O:16])[N:11]1[CH2:18][CH2:19][CH2:20][CH2:21][CH2:22][CH2:23][C:24]([O:26][CH:27]([CH3:28])[CH3:29])=[O:25].[Si:1]([O:8][CH2:9][C@H:10]1[CH2:15][CH2:14][O:13][C:12](=[O:16])[N:11]1[CH2:18][CH2:19][CH2:20][CH2:21][CH2:22][CH2:23][C:24]([O:26][CH:27]([CH3:28])[CH3:29])=[O:25])([C:4]([CH3:7])([CH3:5])[CH3:6])([CH3:3])[CH3:2]. (3) Given the reactants N(C(OC(C)C)=O)=NC(OC(C)C)=O.[C:15]([O:19][C:20]([N:22]1[CH2:26][C@@H:25]([OH:27])[CH2:24][C@@H:23]1[C@H:28]1[O:32][C:31]([CH3:34])([CH3:33])[N:30]([C:35](=[O:37])[CH3:36])[C@H:29]1[CH2:38][C:39]1[CH:44]=[C:43]([F:45])[CH:42]=[C:41]([F:46])[CH:40]=1)=[O:21])([CH3:18])([CH3:17])[CH3:16].[CH3:47][O:48][C:49]1[CH:54]=[CH:53][CH:52]=[CH:51][C:50]=1O.C1(P(C2C=CC=CC=2)C2C=CC=CC=2)C=CC=CC=1, predict the reaction product. The product is: [C:15]([O:19][C:20]([N:22]1[CH2:26][C@H:25]([O:27][C:50]2[CH:51]=[CH:52][CH:53]=[CH:54][C:49]=2[O:48][CH3:47])[CH2:24][C@@H:23]1[C@H:28]1[O:32][C:31]([CH3:33])([CH3:34])[N:30]([C:35](=[O:37])[CH3:36])[C@H:29]1[CH2:38][C:39]1[CH:40]=[C:41]([F:46])[CH:42]=[C:43]([F:45])[CH:44]=1)=[O:21])([CH3:16])([CH3:17])[CH3:18]. (4) Given the reactants Cl.[CH3:2][Si:3]([CH3:9])([CH3:8])[CH2:4][CH2:5][O:6][NH2:7].[CH:10](=O)[C:11]1[CH:16]=[CH:15][CH:14]=[CH:13][CH:12]=1, predict the reaction product. The product is: [CH3:2][Si:3]([CH3:9])([CH3:8])[CH2:4][CH2:5][O:6][N:7]=[CH:10][C:11]1[CH:16]=[CH:15][CH:14]=[CH:13][CH:12]=1.